Dataset: Peptide-MHC class II binding affinity with 134,281 pairs from IEDB. Task: Regression. Given a peptide amino acid sequence and an MHC pseudo amino acid sequence, predict their binding affinity value. This is MHC class II binding data. (1) The peptide sequence is EKKYFALTQFEPLAA. The MHC is HLA-DPA10103-DPB10601 with pseudo-sequence HLA-DPA10103-DPB10601. The binding affinity (normalized) is 0.969. (2) The peptide sequence is EKKYFAATQFCPLAA. The MHC is DRB1_0101 with pseudo-sequence DRB1_0101. The binding affinity (normalized) is 0.800. (3) The peptide sequence is ESWGAVWRIDTPDKL. The MHC is DRB1_1201 with pseudo-sequence DRB1_1201. The binding affinity (normalized) is 0.368.